From a dataset of Full USPTO retrosynthesis dataset with 1.9M reactions from patents (1976-2016). Predict the reactants needed to synthesize the given product. (1) Given the product [Br:1][C:2]1[CH:3]=[C:4]([CH:8]=[CH:9][C:10]=1[OH:11])[C:5]([O:7][CH3:13])=[O:6], predict the reactants needed to synthesize it. The reactants are: [Br:1][C:2]1[CH:3]=[C:4]([CH:8]=[CH:9][C:10]=1[OH:11])[C:5]([OH:7])=[O:6].Cl.[CH3:13]O. (2) The reactants are: C1C=C(Cl)C=C(C(OO)=[O:9])C=1.[CH2:12]([O:19][C:20]1[CH:21]=[CH:22][C:23]2[C:24]3[N:32]([CH2:33][CH2:34][O:35][C:36]4[CH:41]=[CH:40][CH:39]=[CH:38][CH:37]=4)[C:31]([CH2:42][CH2:43][CH2:44][CH2:45][NH:46][C:47](=[O:53])[O:48][C:49]([CH3:52])([CH3:51])[CH3:50])=[N:30][C:25]=3[CH:26]=[N:27][C:28]=2[CH:29]=1)[C:13]1[CH:18]=[CH:17][CH:16]=[CH:15][CH:14]=1. Given the product [CH2:12]([O:19][C:20]1[CH:21]=[CH:22][C:23]2[C:24]3[N:32]([CH2:33][CH2:34][O:35][C:36]4[CH:37]=[CH:38][CH:39]=[CH:40][CH:41]=4)[C:31]([CH2:42][CH2:43][CH2:44][CH2:45][NH:46][C:47](=[O:53])[O:48][C:49]([CH3:50])([CH3:52])[CH3:51])=[N:30][C:25]=3[CH:26]=[N+:27]([O-:9])[C:28]=2[CH:29]=1)[C:13]1[CH:14]=[CH:15][CH:16]=[CH:17][CH:18]=1, predict the reactants needed to synthesize it. (3) Given the product [Cl:1][C:2]1[CH:16]=[CH:15][C:5]([O:6][CH2:7][C:8]2([C:13]#[N:14])[CH2:9][CH2:10][CH2:11][CH2:12]2)=[C:4](/[CH:17]=[C:24]2\[C:25](=[O:29])[NH:26][C:27]3[C:23]\2=[CH:22][CH:21]=[C:20]([Cl:19])[CH:28]=3)[CH:3]=1, predict the reactants needed to synthesize it. The reactants are: [Cl:1][C:2]1[CH:16]=[CH:15][C:5]([O:6][CH2:7][C:8]2([C:13]#[N:14])[CH2:12][CH2:11][CH2:10][CH2:9]2)=[C:4]([CH:17]=O)[CH:3]=1.[Cl:19][C:20]1[CH:28]=[C:27]2[C:23]([CH2:24][C:25](=[O:29])[NH:26]2)=[CH:22][CH:21]=1.N1CCCC1. (4) The reactants are: [C:1](Cl)(=O)C(Cl)=O.[Cl:7][C:8]1[CH:9]=[C:10]([C:14]([C:17]([F:20])([F:19])[F:18])=[CH:15][N:16]=1)[C:11]([OH:13])=[O:12].CO. Given the product [CH3:1][O:12][C:11](=[O:13])[C:10]1[C:14]([C:17]([F:20])([F:18])[F:19])=[CH:15][N:16]=[C:8]([Cl:7])[CH:9]=1, predict the reactants needed to synthesize it. (5) Given the product [Br:1][C:2]1[CH:3]=[C:4]([NH:8][CH:12]2[CH2:13][CH2:14][O:9][CH2:10][CH2:11]2)[CH:5]=[CH:6][CH:7]=1, predict the reactants needed to synthesize it. The reactants are: [Br:1][C:2]1[CH:3]=[C:4]([NH2:8])[CH:5]=[CH:6][CH:7]=1.[O:9]1[CH2:14][CH2:13][C:12](=O)[CH2:11][CH2:10]1.C(O[BH-](OC(=O)C)OC(=O)C)(=O)C.[Na+].C(O)(=O)C. (6) Given the product [C:1]1([C:7]2[N:12]=[CH:11][C:10]([C:13]3[N:14]=[C:15]([CH:18]4[CH2:23][CH2:22][N:21]([C:28]5[N:29]=[N:30][CH:25]=[CH:26][CH:27]=5)[CH2:20][CH2:19]4)[NH:16][CH:17]=3)=[CH:9][N:8]=2)[CH:2]=[CH:3][CH:4]=[CH:5][CH:6]=1, predict the reactants needed to synthesize it. The reactants are: [C:1]1([C:7]2[N:12]=[CH:11][C:10]([C:13]3[N:14]=[C:15]([CH:18]4[CH2:23][CH2:22][NH:21][CH2:20][CH2:19]4)[NH:16][CH:17]=3)=[CH:9][N:8]=2)[CH:6]=[CH:5][CH:4]=[CH:3][CH:2]=1.Cl[C:25]1[N+:30]([O-])=[N:29][CH:28]=[CH:27][CH:26]=1.